From a dataset of Full USPTO retrosynthesis dataset with 1.9M reactions from patents (1976-2016). Predict the reactants needed to synthesize the given product. Given the product [CH2:8]([O:15][C:16]1[CH:17]=[CH:18][C:19]([CH3:26])=[C:20]([C:22]2[CH2:27][C:28]([CH2:33][C:34]([O:36][CH3:37])=[O:35])([C:29]([O:31][CH3:32])=[O:30])[O:24][N:23]=2)[CH:21]=1)[C:9]1[CH:14]=[CH:13][CH:12]=[CH:11][CH:10]=1, predict the reactants needed to synthesize it. The reactants are: C(N(CC)CC)C.[CH2:8]([O:15][C:16]1[CH:17]=[CH:18][C:19]([CH3:26])=[C:20]([C:22](Cl)=[N:23][OH:24])[CH:21]=1)[C:9]1[CH:14]=[CH:13][CH:12]=[CH:11][CH:10]=1.[CH2:27]=[C:28]([CH2:33][C:34]([O:36][CH3:37])=[O:35])[C:29]([O:31][CH3:32])=[O:30].C1COCC1.